From a dataset of Full USPTO retrosynthesis dataset with 1.9M reactions from patents (1976-2016). Predict the reactants needed to synthesize the given product. (1) Given the product [C:29]1([N:7]([C:8]2[CH:9]=[CH:14][CH:15]=[CH:16][CH:17]=2)[C:1]2[CH:6]=[CH:5][C:4]([C:17]3[C:8]([NH:7][C:1]4[CH:2]=[CH:3][CH:4]=[CH:5][CH:6]=4)=[C:9]([C:10]([O:12][CH3:13])=[O:11])[CH:14]=[CH:15][C:16]=3[C:18]([O:20][CH3:21])=[O:19])=[CH:3][CH:2]=2)[CH:34]=[CH:33][CH:32]=[CH:31][CH:30]=1, predict the reactants needed to synthesize it. The reactants are: [C:1]1([NH:7][C:8]2[CH:17]=[C:16]([C:18]([O:20][CH3:21])=[O:19])[CH:15]=[CH:14][C:9]=2[C:10]([O:12][CH3:13])=[O:11])[CH:6]=[CH:5][CH:4]=[CH:3][CH:2]=1.C(=O)([O-])[O-].[K+].[K+].Cl[C:29]1[CH:34]=[CH:33][CH:32]=[CH:31][C:30]=1Cl. (2) Given the product [C:1]([O:5][C:6]([N:8]1[CH2:20][C@@H:19]([CH3:21])[N:18]2[C@H:10]([CH2:11][C:12]3[C:17]2=[N:16][C:15]([C@H:22]([OH:24])[CH3:23])=[CH:14][CH:13]=3)[CH2:9]1)=[O:7])([CH3:3])([CH3:2])[CH3:4], predict the reactants needed to synthesize it. The reactants are: [C:1]([O:5][C:6]([N:8]1[CH2:20][C@@H:19]([CH3:21])[N:18]2[C@H:10]([CH2:11][C:12]3[C:17]2=[N:16][C:15]([CH:22]([OH:24])[CH3:23])=[CH:14][CH:13]=3)[CH2:9]1)=[O:7])([CH3:4])([CH3:3])[CH3:2].FC(F)(F)C(O)=O. (3) Given the product [NH2:14][C@@H:15]([CH2:39][CH:40]([F:41])[F:42])[CH2:16][NH:17][C:18]1[N:19]=[C:20]([NH:10][C:9]2[CH:11]=[CH:12][CH:13]=[C:7]([C:2]3[N:3]=[CH:4][CH:5]=[CH:6][N:1]=3)[CH:8]=2)[C:21]([C:36]([NH2:38])=[O:37])=[CH:22][N:23]=1, predict the reactants needed to synthesize it. The reactants are: [N:1]1[CH:6]=[CH:5][CH:4]=[N:3][C:2]=1[C:7]1[CH:8]=[C:9]([CH:11]=[CH:12][CH:13]=1)[NH2:10].[NH2:14][C@@H:15]([CH2:39][CH:40]([F:42])[F:41])[CH2:16][NH:17][C:18]1[N:23]=[C:22](NC2C=CC=C3C=2C=CN3CC)[C:21]([C:36]([NH2:38])=[O:37])=[CH:20][N:19]=1.B(Br)(Br)Br. (4) Given the product [C:34]([O:38][C:39](=[O:44])[NH:40][CH2:41][C:42]#[C:43][C:19]1[N:18]=[C:17]2[C:13]([N:14]=[CH:15][N:16]2[C@@H:22]2[CH2:26][C@H:25]([NH:27][C:28](=[O:31])[CH2:29][OH:30])[C@@H:24]([OH:32])[C@H:23]2[OH:33])=[C:12]([NH:11][C@H:8]([CH2:9][OH:10])[CH2:1][C:2]2[CH:7]=[CH:6][CH:5]=[CH:4][CH:3]=2)[N:20]=1)([CH3:37])([CH3:36])[CH3:35], predict the reactants needed to synthesize it. The reactants are: [CH2:1]([C@H:8]([NH:11][C:12]1[N:20]=[C:19](Cl)[N:18]=[C:17]2[C:13]=1[N:14]=[CH:15][N:16]2[C@@H:22]1[CH2:26][C@H:25]([NH:27][C:28](=[O:31])[CH2:29][OH:30])[C@@H:24]([OH:32])[C@H:23]1[OH:33])[CH2:9][OH:10])[C:2]1[CH:7]=[CH:6][CH:5]=[CH:4][CH:3]=1.[C:34]([O:38][C:39](=[O:44])[NH:40][CH2:41][C:42]#[CH:43])([CH3:37])([CH3:36])[CH3:35].C1(P(C2C=CC=CC=2)C2C=CC=CC=2)C=CC=CC=1. (5) Given the product [CH3:10][O:11][C:12]1[CH:13]=[CH:14][C:15]([N:18]2[CH2:19][CH2:20][N:21]([C:24]3[C:25]([CH3:38])=[C:26]([CH3:37])[C:27]4[O:31][C:30]([CH3:33])([CH3:32])[CH:29]([O:34][CH2:2][C:3]5[CH:8]=[CH:7][C:6]([CH3:9])=[CH:5][CH:4]=5)[C:28]=4[C:35]=3[CH3:36])[CH2:22][CH2:23]2)=[CH:16][CH:17]=1, predict the reactants needed to synthesize it. The reactants are: Br[CH2:2][C:3]1[CH:8]=[CH:7][C:6]([CH3:9])=[CH:5][CH:4]=1.[CH3:10][O:11][C:12]1[CH:17]=[CH:16][C:15]([N:18]2[CH2:23][CH2:22][N:21]([C:24]3[C:25]([CH3:38])=[C:26]([CH3:37])[C:27]4[O:31][C:30]([CH3:33])([CH3:32])[CH:29]([OH:34])[C:28]=4[C:35]=3[CH3:36])[CH2:20][CH2:19]2)=[CH:14][CH:13]=1.C(OC(C)C)(C)C.CO.